Dataset: Forward reaction prediction with 1.9M reactions from USPTO patents (1976-2016). Task: Predict the product of the given reaction. Given the reactants [Br:1][C:2]1[CH:3]=[CH:4][C:5]([Cl:8])=[N:6][CH:7]=1.ClC1C=CC=C(C(OO)=[O:17])C=1, predict the reaction product. The product is: [Br:1][C:2]1[CH:3]=[CH:4][C:5]([Cl:8])=[N+:6]([O-:17])[CH:7]=1.